Dataset: Reaction yield outcomes from USPTO patents with 853,638 reactions. Task: Predict the reaction yield, written as a fraction of the theoretical maximum amount of product (1.0 means a 100% yield; for example, 0.34 means a 34% yield). (1) The reactants are Cl.Cl.Br[C:4]1[CH:5]=[C:6]2[C:11](=[CH:12][CH:13]=1)[N:10]=[CH:9][N:8]=[C:7]2[NH:14][C:15]1[CH:20]=[CH:19][C:18]([O:21][CH2:22][C:23]2[CH:28]=[CH:27][CH:26]=[CH:25][N:24]=2)=[C:17]([CH3:29])[CH:16]=1.[S:30]1[CH:34]=[CH:33][CH:32]=[C:31]1B(OC(C)C)OC(C)C. No catalyst specified. The product is [CH3:29][C:17]1[CH:16]=[C:15]([CH:20]=[CH:19][C:18]=1[O:21][CH2:22][C:23]1[CH:28]=[CH:27][CH:26]=[CH:25][N:24]=1)[NH:14][C:7]1[C:6]2[C:11](=[CH:12][CH:13]=[C:4]([C:31]3[S:30][CH:34]=[CH:33][CH:32]=3)[CH:5]=2)[N:10]=[CH:9][N:8]=1. The yield is 0.700. (2) The reactants are Br[C:2]1[CH:3]=[C:4]([N:8]2[C:12]3=[N:13][C:14]([O:17][CH3:18])=[CH:15][CH:16]=[C:11]3[C:10]([C:19]([NH2:21])=[O:20])=[N:9]2)[CH:5]=[CH:6][CH:7]=1.[C:22]([C@:24]1([OH:31])[CH2:28][CH2:27][N:26]([CH3:29])[C:25]1=[O:30])#[CH:23]. No catalyst specified. The product is [OH:31][C@@:24]1([C:22]#[C:23][C:2]2[CH:3]=[C:4]([N:8]3[C:12]4=[N:13][C:14]([O:17][CH3:18])=[CH:15][CH:16]=[C:11]4[C:10]([C:19]([NH2:21])=[O:20])=[N:9]3)[CH:5]=[CH:6][CH:7]=2)[CH2:28][CH2:27][N:26]([CH3:29])[C:25]1=[O:30]. The yield is 0.380. (3) The reactants are C([O:3][C:4](=O)[C:5]1[CH:10]=[CH:9][C:8]([Cl:11])=[C:7]([O:12][CH2:13][CH3:14])[CH:6]=1)C.[H-].C([Al+]CC(C)C)C(C)C. The catalyst is C1COCC1. The product is [Cl:11][C:8]1[CH:9]=[CH:10][C:5]([CH2:4][OH:3])=[CH:6][C:7]=1[O:12][CH2:13][CH3:14]. The yield is 1.00. (4) The reactants are [F:1][CH:2]1[CH:7]([CH2:8][C:9]([O:11][CH2:12][CH3:13])=[O:10])[CH2:6][CH2:5][N:4]([CH2:14][CH2:15][N:16](C(OC(C)(C)C)=O)[CH3:17])[CH2:3]1.C(O)(C(F)(F)F)=O. The catalyst is C(Cl)Cl. The product is [F:1][CH:2]1[CH:7]([CH2:8][C:9]([O:11][CH2:12][CH3:13])=[O:10])[CH2:6][CH2:5][N:4]([CH2:14][CH2:15][NH:16][CH3:17])[CH2:3]1. The yield is 0.700.